Task: Predict the product of the given reaction.. Dataset: Forward reaction prediction with 1.9M reactions from USPTO patents (1976-2016) (1) Given the reactants [CH3:1][S:2]([CH2:5][C:6]1[N:11]=[C:10]2[N:12]([CH3:15])[N:13]=[CH:14][C:9]2=[C:8]([C:16]2[CH:21]=[CH:20][C:19]([N+:22]([O-])=O)=[CH:18][CH:17]=2)[CH:7]=1)(=[O:4])=[O:3].O.O.Cl[Sn]Cl, predict the reaction product. The product is: [CH3:1][S:2]([CH2:5][C:6]1[N:11]=[C:10]2[N:12]([CH3:15])[N:13]=[CH:14][C:9]2=[C:8]([C:16]2[CH:21]=[CH:20][C:19]([NH2:22])=[CH:18][CH:17]=2)[CH:7]=1)(=[O:4])=[O:3]. (2) Given the reactants CN(C1C(C2C(P(C3CCCCC3)C3CCCCC3)=CC=CC=2)=CC=CC=1)C.[NH:29]1[CH2:34][CH2:33][O:32][CH2:31][CH2:30]1.C([N:38]1[C:47]2[C:42](=[CH:43][C:44](Br)=[CH:45][CH:46]=2)[C@H:41]([NH:49][C:50](=[O:59])[O:51][CH2:52][C:53]2[CH:58]=[CH:57][CH:56]=[CH:55][CH:54]=2)[C@@H:40]([CH3:60])[C@@H:39]1[CH3:61])(=O)C.CC(C)([O-])C.[Na+], predict the reaction product. The product is: [CH3:61][C@H:39]1[C@H:40]([CH3:60])[C@@H:41]([NH:49][C:50](=[O:59])[O:51][CH2:52][C:53]2[CH:58]=[CH:57][CH:56]=[CH:55][CH:54]=2)[C:42]2[C:47](=[CH:46][CH:45]=[C:44]([N:29]3[CH2:34][CH2:33][O:32][CH2:31][CH2:30]3)[CH:43]=2)[NH:38]1.